This data is from Reaction yield outcomes from USPTO patents with 853,638 reactions. The task is: Predict the reaction yield, written as a fraction of the theoretical maximum amount of product (1.0 means a 100% yield; for example, 0.34 means a 34% yield). (1) The reactants are [C:1]([O:5][C:6]([N:8]1[CH2:13][CH2:12][CH2:11][C@@H:10]([C:14]([OH:16])=O)[CH2:9]1)=[O:7])([CH3:4])([CH3:3])[CH3:2].C(N1C=CN=C1)(N1C=CN=C1)=O.C(N(CC)CC)C.Cl.[CH3:37][NH:38][O:39][CH3:40]. The catalyst is C1COCC1. The product is [CH3:40][O:39][N:38]([CH3:37])[C:14]([C@@H:10]1[CH2:11][CH2:12][CH2:13][N:8]([C:6]([O:5][C:1]([CH3:2])([CH3:3])[CH3:4])=[O:7])[CH2:9]1)=[O:16]. The yield is 0.910. (2) The reactants are CCN(S(F)(F)[F:7])CC.O[CH2:11][C:12]1[C:13]([CH2:28][NH:29][C:30](=[O:36])[O:31][C:32]([CH3:35])([CH3:34])[CH3:33])=[CH:14][C:15]([C:18]2[CH:19]=[N:20][C:21]([C:24]([F:27])([F:26])[F:25])=[N:22][CH:23]=2)=[N:16][CH:17]=1. The catalyst is ClCCl. The product is [F:7][CH2:11][C:12]1[C:13]([CH2:28][NH:29][C:30](=[O:36])[O:31][C:32]([CH3:35])([CH3:34])[CH3:33])=[CH:14][C:15]([C:18]2[CH:19]=[N:20][C:21]([C:24]([F:27])([F:26])[F:25])=[N:22][CH:23]=2)=[N:16][CH:17]=1. The yield is 0.730. (3) The reactants are N1C2C=NC=NC=2C=N1.COC1C=CC(C[N:17]2[C:21]3=[N:22][C:23]([NH:26][C:27]4[CH:32]=[CH:31][C:30]([N:33]([S:38]([CH3:41])(=[O:40])=[O:39])[S:34]([CH3:37])(=[O:36])=[O:35])=[CH:29][CH:28]=4)=[N:24][CH:25]=[C:20]3[CH:19]=[N:18]2)=CC=1. The catalyst is C(O)(C(F)(F)F)=O. The product is [NH:17]1[C:21]2=[N:22][C:23]([NH:26][C:27]3[CH:32]=[CH:31][C:30]([N:33]([S:34]([CH3:37])(=[O:35])=[O:36])[S:38]([CH3:41])(=[O:40])=[O:39])=[CH:29][CH:28]=3)=[N:24][CH:25]=[C:20]2[CH:19]=[N:18]1. The yield is 0.960. (4) The reactants are [Br:1][C:2]1[CH:10]=[CH:9][C:5]([C:6]([OH:8])=[O:7])=[CH:4][CH:3]=1.[Cl:11][S:12](O)(=[O:14])=[O:13]. No catalyst specified. The product is [Br:1][C:2]1[CH:10]=[CH:9][C:5]([C:6]([OH:8])=[O:7])=[CH:4][C:3]=1[S:12]([Cl:11])(=[O:14])=[O:13]. The yield is 0.790.